Task: Regression/Classification. Given a drug SMILES string, predict its absorption, distribution, metabolism, or excretion properties. Task type varies by dataset: regression for continuous measurements (e.g., permeability, clearance, half-life) or binary classification for categorical outcomes (e.g., BBB penetration, CYP inhibition). Dataset: cyp2c9_veith.. Dataset: CYP2C9 inhibition data for predicting drug metabolism from PubChem BioAssay (1) The drug is CC(C)Cn1c(-c2ccc(Cl)cc2)cnc1SCC(=O)N1CCOCC1. The result is 1 (inhibitor). (2) The compound is CCOc1ccc(OCc2ccc(C(=O)NCc3cccnc3)o2)cc1. The result is 1 (inhibitor). (3) The drug is Nc1nc(N)c2nc(-c3ccccc3)c(N)nc2n1. The result is 0 (non-inhibitor).